From a dataset of Experimentally validated miRNA-target interactions with 360,000+ pairs, plus equal number of negative samples. Binary Classification. Given a miRNA mature sequence and a target amino acid sequence, predict their likelihood of interaction. (1) The miRNA is hsa-miR-3191-3p with sequence UGGGGACGUAGCUGGCCAGACAG. The protein sequence of the target gene is MSSGAGWQSQASAKPVFTEAQASALVESVFGFKVSKIQPLPSYEDQNFRVHIARGKETTDDPVEYVLKISNTESSQTPELIEMQNHVIMFLRAAGFPTASVCRTKGDNTISLISIDSGSGVKSYLVRMLTYLPGRPIAEVAISHQQLYEIGRLAAQLDKALEEFHHPKLSLFHRENFIWNLKNVPLLEKYMGALSQSRNREIVEQVIRMFKEEVMTKLSHFRECINHGDLNDHNILVDLSKSASGEGVHQVSGILDFGDMSYGYYVFEVAIVIMYMMIESTNPIQVGGHILAGFESVIPL.... Result: 0 (no interaction). (2) The miRNA is bta-miR-10a with sequence UACCCUGUAGAUCCGAAUUUGUG. The protein sequence of the target gene is MPVRFKGLSEYQRNFLWKKSYLSESCNSSVGRKYPWAGLRSDQLGITKEPSFISKRRVPYHDPQISKSLEWNGAISESNVVASPEPEAPETPKSQEAEQKDVTQERVHSLEASRVPKRTRSHSADSRAEGASDVENNEGVTNHTPVNENVELEHSTKVLSENVDNGLDRLLRKKAGLTVVPSYNALRNSEYQRQFVWKTSKETAPAFAANQVFHNKSQFVPPFKGNSVIHETEYKRNFKGLSPVKEPKLRNDLRENRNLETVSPERKSNKIDDRLKLEAEMELKDLHQPKRKLTPWKHQR.... Result: 0 (no interaction). (3) The miRNA is hsa-miR-1225-5p with sequence GUGGGUACGGCCCAGUGGGGGG. The protein sequence of the target gene is MPFQFGTQPRRFPVEGGDSSIELEPGLSSSAACNGKEMSPTRQLRRCPGSHCLTITDVPVTVYATTRKPPAQSSKEMHPK. Result: 1 (interaction). (4) The miRNA is hsa-miR-3148 with sequence UGGAAAAAACUGGUGUGUGCUU. The protein sequence of the target gene is MSDFDSNPFADPDLNNPFKDPSVTQVTRNVPPGLDEYNPFSDSRTPPPGGVKMPNVPNTQPAIMKPTEEHPAYTQIAKEHALAQAELLKRQEELERKAAELDRREREMQNLSQHGRKNNWPPLPSNFPVGPCFYQDFSVDIPVEFQKTVKLMYYLWMFHAVTLFLNIFGCLAWFCVDSARAVDFGLSILWFLLFTPCSFVCWYRPLYGAFRSDSSFRFFVFFFVYICQFAVHVLQAAGFHNWGNCGWISSLTGLNQNIPVGIMMIIIAALFTASAVISLVMFKKVHGLYRTTGASFEKAQ.... Result: 1 (interaction). (5) The miRNA is hsa-miR-639 with sequence AUCGCUGCGGUUGCGAGCGCUGU. The protein sequence of the target gene is MSSGQQPPRRVTNVGSLLLTPQENESLFSFLGKKCVTMSSAVVQLYAADRNCMWAKKCSGVACLVKDNPQRSYFLRIFDIKDGKLLWEQELYNNFVYNSPRGYFHTFAGDTCQVALNFANEEEAKKFRKAVTDLLGRRQRKSEKRRDAPNGPNLPMATVDIKNPEITTNRFYGSQVNNISHTKEKKKGKAKKKRLTKADIGTPSNFQHIGHVGWDPNTGFDLNNLDPELKNLFDMCGISEAQLKDRETSKVIYDFIEKTGGVEAVKNELRRQAPPPPPPSRGGPPPPPPPPHSSGPPPPP.... Result: 0 (no interaction). (6) The miRNA is mmu-miR-463-3p with sequence UGAUAGACACCAUAUAAGGUAG. The protein sequence of the target gene is MDPSVTLWQFLLQLLREQGNGHIISWTSRDGGEFKLVDAEEVARLWGLRKNKTNMNYDKLSRALRYYYDKNIIRKVSGQKFVYKFVSYPEVAGCSTEDCPPQPEVSVTSAIAMAPATVHAGPGDTATGKPGTPKGAGMTGQGGLARSSRNEYMRSGLYSTFTIQSLQPQPQPPIPPRPASVLPNTTPAGVPAPASGSRSTSPNPLEACLEAEEAGLPLQVILTPPEAPNQKSEELSLDPSFGHPQPPEVKVEGPKEELEAARAGGFSSEAVKAEPEVSASEGLLARLPAILTENTAQVCG.... Result: 0 (no interaction).